The task is: Predict the reaction yield, written as a fraction of the theoretical maximum amount of product (1.0 means a 100% yield; for example, 0.34 means a 34% yield).. This data is from Reaction yield outcomes from USPTO patents with 853,638 reactions. (1) The reactants are [N+:1]([C:4]1[CH:5]=[C:6]([CH:9]=[CH:10][CH:11]=1)[CH:7]=[O:8])([O-:3])=[O:2].C(N(CC)CC)C.[CH3:19][O:20][P:21]([O-:24])[O:22][CH3:23]. The catalyst is C(OCC)(=O)C. The product is [CH3:19][O:20][P:21]([CH:7]([OH:8])[C:6]1[CH:9]=[CH:10][CH:11]=[C:4]([N+:1]([O-:3])=[O:2])[CH:5]=1)(=[O:24])[O:22][CH3:23]. The yield is 0.770. (2) The reactants are [F:1][C:2]1[CH:3]=[C:4]([CH:10]=[CH:11][C:12]=1[N+:13]([O-])=O)[C:5]([N:7]([CH3:9])[CH3:8])=[O:6]. The catalyst is [Ni].C1COCC1. The product is [NH2:13][C:12]1[CH:11]=[CH:10][C:4]([C:5]([N:7]([CH3:9])[CH3:8])=[O:6])=[CH:3][C:2]=1[F:1]. The yield is 1.00. (3) The reactants are [NH2:1][C:2](=[O:35])[CH2:3][CH2:4][N:5]([CH2:13][C:14]1[CH:23]=[CH:22][C:21]2[C:16](=[CH:17][CH:18]=[C:19]([O:24][C@H:25]3[CH2:30][CH2:29][C@H:28]([C:31]([CH3:34])([CH3:33])[CH3:32])[CH2:27][CH2:26]3)[CH:20]=2)[CH:15]=1)C(=O)OC(C)(C)C.[CH3:36][C:37](OC(C)=O)=[O:38]. The catalyst is CC(O)=O. The product is [C:37]([NH:1][C:2](=[O:35])[CH2:3][CH2:4][NH:5][CH2:13][C:14]1[CH:23]=[CH:22][C:21]2[C:16](=[CH:17][CH:18]=[C:19]([O:24][C@H:25]3[CH2:26][CH2:27][C@H:28]([C:31]([CH3:33])([CH3:32])[CH3:34])[CH2:29][CH2:30]3)[CH:20]=2)[CH:15]=1)(=[O:38])[CH3:36]. The yield is 0.500. (4) The reactants are [NH2:1][C:2]1[C:11]2[C:6](=[C:7](Br)[CH:8]=[CH:9][CH:10]=2)[N:5]=[N:4][C:3]=1[C:13]([NH:15][CH:16]1[CH2:18][CH2:17]1)=[O:14].[CH3:19][O:20][C:21]1[CH:26]=[CH:25][C:24]([O:27][CH3:28])=[CH:23][C:22]=1B(O)O. No catalyst specified. The product is [NH2:1][C:2]1[C:11]2[C:6](=[C:7]([C:25]3[CH:26]=[C:21]([O:20][CH3:19])[CH:22]=[CH:23][C:24]=3[O:27][CH3:28])[CH:8]=[CH:9][CH:10]=2)[N:5]=[N:4][C:3]=1[C:13]([NH:15][CH:16]1[CH2:18][CH2:17]1)=[O:14]. The yield is 0.850. (5) The reactants are C[O:2][C:3]1[CH:8]=[CH:7][C:6]([N:9]2[CH2:14][CH2:13][N:12]([C:15]3[CH:20]=[CH:19][C:18]([N:21]4[C:25](=[O:26])[N:24]([CH2:27][CH2:28][CH2:29][CH2:30][CH2:31][CH2:32][CH2:33][CH3:34])[N:23]=[CH:22]4)=[CH:17][CH:16]=3)[CH2:11][CH2:10]2)=[CH:5][CH:4]=1. The yield is 0.950. The catalyst is Br. The product is [OH:2][C:3]1[CH:8]=[CH:7][C:6]([N:9]2[CH2:10][CH2:11][N:12]([C:15]3[CH:16]=[CH:17][C:18]([N:21]4[C:25](=[O:26])[N:24]([CH2:27][CH2:28][CH2:29][CH2:30][CH2:31][CH2:32][CH2:33][CH3:34])[N:23]=[CH:22]4)=[CH:19][CH:20]=3)[CH2:13][CH2:14]2)=[CH:5][CH:4]=1.